Dataset: Full USPTO retrosynthesis dataset with 1.9M reactions from patents (1976-2016). Task: Predict the reactants needed to synthesize the given product. (1) Given the product [CH:1]([C@H:4]1[N:9]([C:10]2[N:15]=[C:14]([O:16][CH3:17])[C:13]([C:18]([F:21])([F:19])[F:20])=[CH:12][N:11]=2)[CH2:8][CH2:7][N:6]2[C:22]3[CH:28]=[C:27]([S:29]([CH3:32])(=[O:30])=[O:31])[C:26]([CH2:33][OH:34])=[CH:25][C:23]=3[N:24]=[C:5]12)([CH3:3])[CH3:2], predict the reactants needed to synthesize it. The reactants are: [CH:1]([C@H:4]1[N:9]([C:10]2[N:15]=[C:14]([O:16][CH3:17])[C:13]([C:18]([F:21])([F:20])[F:19])=[CH:12][N:11]=2)[CH2:8][CH2:7][N:6]2[C:22]3[CH:28]=[C:27]([S:29]([CH3:32])(=[O:31])=[O:30])[C:26]([C:33](OC)=[O:34])=[CH:25][C:23]=3[N:24]=[C:5]12)([CH3:3])[CH3:2].CC(C[AlH]CC(C)C)C.[NH4+].[Cl-]. (2) The reactants are: [Br:1][C:2]1[CH:7]=[CH:6][C:5]([S:8](Cl)(=[O:10])=[O:9])=[C:4]([C:12]([F:15])([F:14])[F:13])[CH:3]=1.[NH2:16][CH2:17][CH2:18][CH2:19][CH2:20][OH:21]. Given the product [OH:21][CH2:20][CH2:19][CH2:18][CH2:17][NH:16][S:8]([C:5]1[CH:6]=[CH:7][C:2]([Br:1])=[CH:3][C:4]=1[C:12]([F:15])([F:14])[F:13])(=[O:10])=[O:9], predict the reactants needed to synthesize it. (3) Given the product [CH3:15][O:16][C:17]1[CH:22]=[C:21]([C:2]2[S:3][C:4]([C:7]3[CH:12]=[CH:11][C:10]([O:13][CH3:14])=[CH:9][CH:8]=3)=[CH:5][CH:6]=2)[CH:20]=[CH:19][CH:18]=1, predict the reactants needed to synthesize it. The reactants are: Br[C:2]1[S:3][C:4]([C:7]2[CH:12]=[CH:11][C:10]([O:13][CH3:14])=[CH:9][CH:8]=2)=[CH:5][CH:6]=1.[CH3:15][O:16][C:17]1[CH:18]=[C:19](B(O)O)[CH:20]=[CH:21][CH:22]=1. (4) Given the product [CH3:21][O:15][C:13](=[O:14])[CH2:12][C:7]1[CH2:6][C:5]2[C:9]([CH:8]=1)=[CH:10][C:2]([Br:1])=[CH:3][CH:4]=2, predict the reactants needed to synthesize it. The reactants are: [Br:1][C:2]1[CH:10]=[C:9]2[C:5]([CH2:6][CH:7]([CH2:12][C:13]([OH:15])=[O:14])[CH:8]2O)=[CH:4][CH:3]=1.S(=O)(=O)(O)O.[CH3:21]O.